Dataset: Catalyst prediction with 721,799 reactions and 888 catalyst types from USPTO. Task: Predict which catalyst facilitates the given reaction. Reactant: [Cl:1][C:2]1[C:7]([C:8]([N:10]([C:14]2[CH:15]=[C:16]3[C:20](=[C:21]([NH:23][C:24]([CH:26]4[CH2:28][CH2:27]4)=[O:25])[CH:22]=2)[N:19]([C:29]2[CH:34]=[CH:33][CH:32]=[CH:31][C:30]=2[O:35][CH3:36])[CH:18]=[CH:17]3)[CH2:11][CH2:12][OH:13])=[O:9])=[C:6](Cl)[N:5]=[CH:4][N:3]=1.C(N(CC)CC)C. Product: [Cl:1][C:2]1[C:7]2[C:8](=[O:9])[N:10]([C:14]3[CH:15]=[C:16]4[C:20](=[C:21]([NH:23][C:24]([CH:26]5[CH2:28][CH2:27]5)=[O:25])[CH:22]=3)[N:19]([C:29]3[CH:34]=[CH:33][CH:32]=[CH:31][C:30]=3[O:35][CH3:36])[CH:18]=[CH:17]4)[CH2:11][CH2:12][O:13][C:6]=2[N:5]=[CH:4][N:3]=1. The catalyst class is: 10.